This data is from Full USPTO retrosynthesis dataset with 1.9M reactions from patents (1976-2016). The task is: Predict the reactants needed to synthesize the given product. (1) Given the product [F:1][C:2]1[CH:7]=[CH:6][CH:5]=[CH:4][C:3]=1[O:8][CH2:12][CH2:11][CH2:10][Br:9], predict the reactants needed to synthesize it. The reactants are: [F:1][C:2]1[CH:7]=[CH:6][CH:5]=[CH:4][C:3]=1[OH:8].[Br:9][CH2:10][CH2:11][CH2:12]Br.C([O-])([O-])=O.[Cs+].[Cs+]. (2) Given the product [I-:21].[CH:1]([O:4][C:5]1[C:6]([N+:18]([O-:20])=[O:19])=[CH:7][C:8]([CH3:17])=[C:9]([C:11]2[CH:16]=[CH:15][N+:14]([CH3:22])=[CH:13][CH:12]=2)[CH:10]=1)([CH3:3])[CH3:2], predict the reactants needed to synthesize it. The reactants are: [CH:1]([O:4][C:5]1[C:6]([N+:18]([O-:20])=[O:19])=[CH:7][C:8]([CH3:17])=[C:9]([C:11]2[CH:16]=[CH:15][N:14]=[CH:13][CH:12]=2)[CH:10]=1)([CH3:3])[CH3:2].[I:21][CH3:22].